This data is from Full USPTO retrosynthesis dataset with 1.9M reactions from patents (1976-2016). The task is: Predict the reactants needed to synthesize the given product. (1) Given the product [OH:6][C@@H:5]([CH2:4][OH:3])[CH2:7][N:8]1[CH:12]=[CH:11][C:10]([NH:13][C:14](=[O:36])[CH:15]([N:20]2[C:25](=[O:26])[CH:24]=[C:23]([O:27][C:28]3[C:33]([F:34])=[CH:32][CH:31]=[CH:30][C:29]=3[F:35])[CH:22]=[N:21]2)[CH2:16][CH:17]([CH3:19])[CH3:18])=[N:9]1, predict the reactants needed to synthesize it. The reactants are: CC1(C)[O:6][C@H:5]([CH2:7][N:8]2[CH:12]=[CH:11][C:10]([NH:13][C:14](=[O:36])[CH:15]([N:20]3[C:25](=[O:26])[CH:24]=[C:23]([O:27][C:28]4[C:33]([F:34])=[CH:32][CH:31]=[CH:30][C:29]=4[F:35])[CH:22]=[N:21]3)[CH2:16][CH:17]([CH3:19])[CH3:18])=[N:9]2)[CH2:4][O:3]1.O.C1(C)C=CC(S(O)(=O)=O)=CC=1. (2) The reactants are: [NH2:1][CH:2]1[CH2:6][CH2:5][N:4]([C:7]2[CH:12]=[CH:11][C:10]([C:13]3[NH:22][C:21](=[O:23])[C:20]4[C:15](=[CH:16][C:17]([O:26][CH3:27])=[CH:18][C:19]=4[O:24][CH3:25])[N:14]=3)=[CH:9][CH:8]=2)[CH2:3]1.CCN(CC)CC.[C:35](Cl)(=[O:37])[CH3:36]. Given the product [CH3:25][O:24][C:19]1[CH:18]=[C:17]([O:26][CH3:27])[CH:16]=[C:15]2[C:20]=1[C:21](=[O:23])[NH:22][C:13]([C:10]1[CH:11]=[CH:12][C:7]([N:4]3[CH2:5][CH2:6][CH:2]([NH:1][C:35](=[O:37])[CH3:36])[CH2:3]3)=[CH:8][CH:9]=1)=[N:14]2, predict the reactants needed to synthesize it. (3) Given the product [CH2:12]([CH:2]1[CH2:3][CH2:4][CH2:5][CH2:6][CH2:7][CH2:8][C:1]1=[O:9])[C:11](=[CH2:10])[CH3:13], predict the reactants needed to synthesize it. The reactants are: [C:1]1(=[O:9])[CH2:8][CH2:7][CH2:6][CH2:5][CH2:4][CH2:3][CH2:2]1.[CH2:10](Cl)[C:11](=[CH2:13])[CH3:12]. (4) Given the product [C:1]([C:3]1[CH:4]=[CH:5][C:6]([C:9]2[CH2:14][CH2:13][N:12]([C:15]([O:17][C:18]([CH3:21])([CH3:20])[CH3:19])=[O:16])[CH2:11][CH:10]=2)=[N:7][CH:8]=1)#[N:2], predict the reactants needed to synthesize it. The reactants are: [C:1]([C:3]1[CH:4]=[CH:5][C:6]([C:9]2(O)[CH2:14][CH2:13][N:12]([C:15]([O:17][C:18]([CH3:21])([CH3:20])[CH3:19])=[O:16])[CH2:11][CH2:10]2)=[N:7][CH:8]=1)#[N:2].P(Cl)(Cl)(Cl)=O.